From a dataset of Reaction yield outcomes from USPTO patents with 853,638 reactions. Predict the reaction yield, written as a fraction of the theoretical maximum amount of product (1.0 means a 100% yield; for example, 0.34 means a 34% yield). The reactants are [I-:1].[CH3:2][N+:3]1[C:12]2[C:7](=[CH:8][CH:9]=[CH:10][CH:11]=2)[C:6]([CH3:13])=[CH:5][CH:4]=1.[CH3:14][N:15]1[C:27]2[CH:26]=[CH:25][C:24]([CH:28]=O)=[CH:23][C:22]=2[C:21]2[C:16]1=[CH:17][CH:18]=[CH:19][CH:20]=2.N1CCCCC1. The catalyst is C(O)C. The product is [I-:1].[CH3:2][N+:3]1[C:12]2[C:7](=[CH:8][CH:9]=[CH:10][CH:11]=2)[C:6](/[CH:13]=[CH:28]/[C:24]2[CH:25]=[CH:26][C:27]3[N:15]([CH3:14])[C:16]4[C:21]([C:22]=3[CH:23]=2)=[CH:20][CH:19]=[CH:18][CH:17]=4)=[CH:5][CH:4]=1. The yield is 0.620.